Dataset: Reaction yield outcomes from USPTO patents with 853,638 reactions. Task: Predict the reaction yield, written as a fraction of the theoretical maximum amount of product (1.0 means a 100% yield; for example, 0.34 means a 34% yield). (1) The reactants are [CH3:1][CH:2]([CH3:5])[CH2:3][OH:4].[F:6][C:7]1[CH:12]=[C:11]([N+:13]([O-:15])=[O:14])[C:10](F)=[CH:9][C:8]=1[CH3:17].[F:18][C:19]1[C:20]([CH3:31])=[CH:21][C:22]([O:26][CH2:27][CH:28]([CH3:30])[CH3:29])=[C:23]([CH:25]=1)[NH2:24].[NH2:32][C:33]1[S:34][CH:35]=[CH:36][N:37]=1. No catalyst specified. The product is [F:6][C:7]1[CH:12]=[C:11]([N+:13]([O-:15])=[O:14])[C:10]([O:4][CH2:3][CH:2]([CH3:5])[CH3:1])=[CH:9][C:8]=1[CH3:17].[F:18][C:19]1[C:20]([CH3:31])=[CH:21][C:22]([O:26][CH2:27][CH:28]([CH3:29])[CH3:30])=[C:23]([NH:24][C:3]([NH:32][C:33]2[S:34][CH:35]=[CH:36][N:37]=2)=[O:4])[CH:25]=1. The yield is 0.650. (2) The reactants are [CH2:1]([O:8][C:9]1[CH:14]=[CH:13][C:12]([OH:15])=[CH:11][CH:10]=1)[C:2]1[CH:7]=[CH:6][CH:5]=[CH:4][CH:3]=1.C([Mg]Cl)(C)C.[Cl:21][C:22]1[S:26][C:25]([CH2:27][N:28]2[C:36]3[C:31](=[CH:32][CH:33]=[CH:34][CH:35]=3)[C:30](=[O:37])[C:29]2=[O:38])=[CH:24][CH:23]=1. The catalyst is O1CCCC1. The product is [CH2:1]([O:8][C:9]1[CH:10]=[CH:11][C:12]([OH:15])=[C:13]([C:30]2([OH:37])[C:31]3[C:36](=[CH:35][CH:34]=[CH:33][CH:32]=3)[N:28]([CH2:27][C:25]3[S:26][C:22]([Cl:21])=[CH:23][CH:24]=3)[C:29]2=[O:38])[CH:14]=1)[C:2]1[CH:3]=[CH:4][CH:5]=[CH:6][CH:7]=1. The yield is 0.280. (3) The reactants are C([N:8](C)[C@@H:9]1[CH2:18][CH2:17][C:16]2[C:15]([OH:19])=[CH:14][CH:13]=[CH:12][C:11]=2[CH2:10]1)C1C=CC=CC=1. The catalyst is C1COCC1.[Pd]. The product is [NH2:8][C@@H:9]1[CH2:18][CH2:17][C:16]2[C:15]([OH:19])=[CH:14][CH:13]=[CH:12][C:11]=2[CH2:10]1. The yield is 0.970. (4) The reactants are [Br:1][C:2]1[CH:3]=[C:4]([N+:19]([O-])=O)[CH:5]=[C:6]2[C:11]=1[N:10]=[CH:9][C:8]([C:12]#[N:13])=[C:7]2[NH:14][C:15]([CH3:18])([CH3:17])[CH3:16].[NH4+].[Cl-].[N+](C1C=CC2C(=CC=CC=2)N=1)([O-])=O.NC1C=CC=CC=1.C([O-])(O)=O.[Na+]. The catalyst is CO.O.CCOC(C)=O.[Fe]. The product is [NH2:19][C:4]1[CH:5]=[C:6]2[C:11](=[C:2]([Br:1])[CH:3]=1)[N:10]=[CH:9][C:8]([C:12]#[N:13])=[C:7]2[NH:14][C:15]([CH3:18])([CH3:17])[CH3:16]. The yield is 0.900. (5) The reactants are [C:1]([C:5]1[CH:10]=[CH:9][C:8]([N+:11]([O-])=O)=[CH:7][C:6]=1[S:14]([NH2:17])(=[O:16])=[O:15])([CH3:4])([CH3:3])[CH3:2].O.O.Cl[Sn]Cl.C([O-])(O)=O.[Na+]. The catalyst is CCO.CCOC(C)=O.O. The product is [C:1]([C:5]1[CH:10]=[CH:9][C:8]([NH2:11])=[CH:7][C:6]=1[S:14]([NH2:17])(=[O:15])=[O:16])([CH3:4])([CH3:2])[CH3:3]. The yield is 1.00. (6) The reactants are [Br:1][C:2]1[CH:21]=[CH:20][CH:19]=[CH:18][C:3]=1[C:4]([N:6]1[CH2:11][CH2:10][N:9]([C:12](=[O:17])[CH2:13][C:14]([OH:16])=O)[CH2:8][CH2:7]1)=[O:5].CCN=C=NCCCN(C)C.C1C=CC2N(O)N=NC=2C=1.[S:43]1[CH:47]=[CH:46][C:45]([C:48]2[CH:53]=[CH:52][C:51]([NH2:54])=[CH:50][CH:49]=2)=[CH:44]1. The catalyst is CN(C1C=CN=CC=1)C.CN(C=O)C.O. The product is [Br:1][C:2]1[CH:21]=[CH:20][CH:19]=[CH:18][C:3]=1[C:4]([N:6]1[CH2:7][CH2:8][N:9]([C:12](=[O:17])[CH2:13][C:14]([NH:54][C:51]2[CH:50]=[CH:49][C:48]([C:45]3[CH:46]=[CH:47][S:43][CH:44]=3)=[CH:53][CH:52]=2)=[O:16])[CH2:10][CH2:11]1)=[O:5]. The yield is 0.192.